Binary Classification. Given a drug SMILES string, predict its activity (active/inactive) in a high-throughput screening assay against a specified biological target. From a dataset of In vitro SARS-CoV-2 activity screen of 1,480 approved drugs from Prestwick library. (1) The result is 1 (active). The drug is CC(C)(C)NC[C@H](O)c1ccc(O)c(CO)c1.Cl. (2) The molecule is CC[C@@]1(O)C(=O)OCc2c1cc1n(c2=O)Cc2cc3c(CN(C)C)c(O)ccc3nc2-1. The result is 0 (inactive).